Task: Binary Classification. Given a miRNA mature sequence and a target amino acid sequence, predict their likelihood of interaction.. Dataset: Experimentally validated miRNA-target interactions with 360,000+ pairs, plus equal number of negative samples (1) The miRNA is hsa-miR-548ak with sequence AAAAGUAACUGCGGUUUUUGA. The protein sequence of the target gene is MEPGTNSFRVEFPDFSSTILQKLNQQRQQGQLCDVSIVVQGHIFRAHKAVLAASSPYFCDQVLLKNSRRIVLPDVMNPRVFENILLSSYTGRLVMPAPEIVSYLTAASFLQMWHVVDKCTEVLEGNPTVLCQKLNHGSDHQSPSSSSYNGLVESFELGSGGHTDFPKAQELRDGENEEESTKDELSSQLTEHEYLPSNSSTEHDRLSTEMASQDGEEGASDSAEFHYTRPMYSKPSIMAHKRWIHVKPERLEQACEGMDVHATYDEHQVTESINTVQTEHTVQPSGVEEDFHIGEKKVEA.... Result: 1 (interaction). (2) The protein sequence of the target gene is MAAVPELLQQQEEDRSKLRSVSVDLNVDPSLQIDIPDALSERDKVKFTVHTKTTLPTFQSPEFSVTRQHEDFVWLHDTLIETTDYAGLIIPPAPTKPDFDGPREKMQKLGEGEGSMTKEEFAKMKQELEAEYLAVFKKTVSSHEVFLQRLSSHPVLSKDRNFHVFLEYDQDLSVRRKNTKEMFGGFFKSVVKSADEVLFTGVKEVDDFFEQEKNFLINYYNRIKDSCVKADKMTRSHKNVADDYIHTAACLHSLALEEPTVIKKYLLKVAELFEKLRKVEGRVSSDEDLKLTELLRYYML.... Result: 1 (interaction). The miRNA is hsa-miR-410-3p with sequence AAUAUAACACAGAUGGCCUGU.